Dataset: Full USPTO retrosynthesis dataset with 1.9M reactions from patents (1976-2016). Task: Predict the reactants needed to synthesize the given product. Given the product [CH3:11][N:12]1[C:20]2[C:15](=[CH:16][CH:17]=[CH:18][CH:19]=2)[C:14]2([O:21][CH:1]3[C:10]4[C:5]([CH:4]=[CH:3][N:2]3[C:29]3[CH:30]=[C:31]5[O:35][CH2:34][O:33][C:32]5=[CH:36][C:37]2=3)=[CH:6][CH:7]=[CH:8][CH:9]=4)[C:13]1=[O:22], predict the reactants needed to synthesize it. The reactants are: [CH:1]1[C:10]2[C:5](=[CH:6][CH:7]=[CH:8][CH:9]=2)[CH:4]=[CH:3][N:2]=1.[CH3:11][N:12]1[C:20]2[C:15](=[CH:16][CH:17]=[CH:18][CH:19]=2)[C:14](=[O:21])[C:13]1=[O:22].FC(F)(F)S(O[C:29]1[C:37]([Si](C)(C)C)=[CH:36][C:32]2[O:33][CH2:34][O:35][C:31]=2[CH:30]=1)(=O)=O.[F-].[K+].O1CCOCCOCCOCCOCCOCC1.